This data is from Aqueous solubility values for 9,982 compounds from the AqSolDB database. The task is: Regression/Classification. Given a drug SMILES string, predict its absorption, distribution, metabolism, or excretion properties. Task type varies by dataset: regression for continuous measurements (e.g., permeability, clearance, half-life) or binary classification for categorical outcomes (e.g., BBB penetration, CYP inhibition). For this dataset (solubility_aqsoldb), we predict Y. (1) The drug is OCc1cccnc1. The Y is 0.962 log mol/L. (2) The drug is COc1ccc(C=O)cc1. The Y is -1.50 log mol/L. (3) The molecule is CN(C)C(=O)Nc1ccccc1. The Y is -1.61 log mol/L. (4) The molecule is CCCCCCCCCCN(C)C. The Y is -4.05 log mol/L. (5) The drug is CC(Cl)Cl. The Y is -1.29 log mol/L. (6) The compound is CCOC(=O)C(O)c1ccccc1. The Y is -1.26 log mol/L. (7) The compound is N=C(N)NCCCC(N)C(=O)O. The Y is 0 log mol/L.